Dataset: Forward reaction prediction with 1.9M reactions from USPTO patents (1976-2016). Task: Predict the product of the given reaction. (1) Given the reactants C(=O)([O-])[O-].[Cs+].[Cs+].[F:7][C:8]1[C:13]([OH:14])=[CH:12][CH:11]=[CH:10][C:9]=1[CH2:15][NH:16][C:17]([C:19]1[CH:20]=[C:21]2[C:26](=[CH:27][CH:28]=1)[N:25]=[CH:24][CH:23]=[CH:22]2)=[O:18].I[CH2:30][CH2:31][CH2:32][CH3:33].CN(C=O)C, predict the reaction product. The product is: [CH2:30]([O:14][C:13]1[C:8]([F:7])=[C:9]([CH2:15][NH:16][C:17]([C:19]2[CH:20]=[C:21]3[C:26](=[CH:27][CH:28]=2)[N:25]=[CH:24][CH:23]=[CH:22]3)=[O:18])[CH:10]=[CH:11][CH:12]=1)[CH2:31][CH2:32][CH3:33]. (2) Given the reactants [I-].C[S+](C)(C)=O.[CH3:7]C(C)([O-])C.[K+].[C:13]([CH:15]=[C:16]1[CH2:21][CH2:20][N:19]([C:22]2[CH:27]=[CH:26][C:25]([N:28]3[CH2:32][C@H:31]([CH2:33][NH:34][C:35](=[O:37])[CH3:36])[O:30][C:29]3=[O:38])=[CH:24][CH:23]=2)[CH2:18][CH2:17]1)#[N:14].[Cl-].[NH4+], predict the reaction product. The product is: [C:13]([CH:15]1[C:16]2([CH2:21][CH2:20][N:19]([C:22]3[CH:27]=[CH:26][C:25]([N:28]4[CH2:32][C@H:31]([CH2:33][NH:34][C:35](=[O:37])[CH3:36])[O:30][C:29]4=[O:38])=[CH:24][CH:23]=3)[CH2:18][CH2:17]2)[CH2:7]1)#[N:14]. (3) Given the reactants C(N)(=O)C1C=CC=CC=1.[S:10]1[CH:14]=[CH:13][C:12]([C@H:15]2[C@@H:24]3[CH2:25][CH2:26][N:27]([C:28]([C@H:30]4[CH2:35][CH2:34][CH2:33][CH2:32][C@H:31]4[NH:36][C:37](=[O:44])[C:38]4[CH:43]=[CH:42][CH:41]=[CH:40][CH:39]=4)=[O:29])[C@@H:23]3[C:22]3[CH:21]=[CH:20][CH:19]=[CH:18][C:17]=3[NH:16]2)=[CH:11]1, predict the reaction product. The product is: [S:10]1[CH:14]=[CH:13][C:12]([C:15]2[C:24]3[CH2:25][CH2:26][N:27]([C:28]([C@H:30]4[CH2:35][CH2:34][CH2:33][CH2:32][C@H:31]4[NH:36][C:37](=[O:44])[C:38]4[CH:43]=[CH:42][CH:41]=[CH:40][CH:39]=4)=[O:29])[C:23]=3[C:22]3[CH:21]=[CH:20][CH:19]=[CH:18][C:17]=3[N:16]=2)=[CH:11]1. (4) Given the reactants [C:1]([O:5][C:6]([N:8]([C:13]1[CH:14]=[C:15]([CH:30]=[CH:31][C:32]=1[O:33][CH3:34])[C:16]([O:18][CH2:19][C:20]([O:22]CC1C=CC=CC=1)=[O:21])=[O:17])[S:9]([CH3:12])(=[O:11])=[O:10])=[O:7])([CH3:4])([CH3:3])[CH3:2], predict the reaction product. The product is: [C:1]([O:5][C:6]([N:8]([C:13]1[CH:14]=[C:15]([CH:30]=[CH:31][C:32]=1[O:33][CH3:34])[C:16]([O:18][CH2:19][C:20]([OH:22])=[O:21])=[O:17])[S:9]([CH3:12])(=[O:11])=[O:10])=[O:7])([CH3:4])([CH3:3])[CH3:2]. (5) Given the reactants [N+:1]([C:4]1[CH:9]=[CH:8][C:7]([S:10]([NH2:13])(=[O:12])=[O:11])=[CH:6][CH:5]=1)([O-:3])=[O:2].[OH-].[K+].[C:16](O)(=O)[CH3:17].[C:20](O)(=O)[CH3:21].[I:24][C:25]1[CH:30]=[CH:29][CH:28]=[CH:27][CH:26]=1.[CH3:31]O, predict the reaction product. The product is: [N+:1]([C:4]1[CH:5]=[CH:6][C:7]([S:10]([N:13]=[C:17]2[CH2:16][CH2:21][CH2:20][CH2:31][I:24]2[C:25]2[CH:30]=[CH:29][CH:28]=[CH:27][CH:26]=2)(=[O:11])=[O:12])=[CH:8][CH:9]=1)([O-:3])=[O:2]. (6) Given the reactants [F:1][C:2]1[CH:7]=[CH:6][CH:5]=[C:4]([F:8])[C:3]=1[N:9]1[C:14]2[N:15]=[C:16]([NH:34][CH:35]3[CH2:40][C:39]([CH3:42])([CH3:41])[NH:38][C:37]([CH3:44])([CH3:43])[CH2:36]3)[N:17]=[C:18]([C:19]3[CH:20]=[C:21]([NH:26][C:27]([C:29]4[CH:33]=[CH:32][S:31][CH:30]=4)=[O:28])[CH:22]=[CH:23][C:24]=3[CH3:25])[C:13]=2[CH:12]=[CH:11][C:10]1=[O:45].[S:46](=[O:50])(=[O:49])([OH:48])[OH:47], predict the reaction product. The product is: [S:46]([OH:50])([OH:49])(=[O:48])=[O:47].[F:8][C:4]1[CH:5]=[CH:6][CH:7]=[C:2]([F:1])[C:3]=1[N:9]1[C:14]2[N:15]=[C:16]([NH:34][CH:35]3[CH2:36][C:37]([CH3:43])([CH3:44])[NH:38][C:39]([CH3:42])([CH3:41])[CH2:40]3)[N:17]=[C:18]([C:19]3[CH:20]=[C:21]([NH:26][C:27]([C:29]4[CH:33]=[CH:32][S:31][CH:30]=4)=[O:28])[CH:22]=[CH:23][C:24]=3[CH3:25])[C:13]=2[CH:12]=[CH:11][C:10]1=[O:45].